Dataset: Forward reaction prediction with 1.9M reactions from USPTO patents (1976-2016). Task: Predict the product of the given reaction. (1) The product is: [C:1]([C:3]1[CH:30]=[CH:29][C:6]2[NH:7][C:8]([C:10]3([C:17]4[C:25]([O:26][CH3:27])=[CH:24][C:23]([CH3:28])=[C:22]5[C:18]=4[CH:19]=[CH:20][NH:21]5)[CH2:12][CH:11]3[C:13]([OH:15])=[O:14])=[N:9][C:5]=2[CH:4]=1)#[N:2]. Given the reactants [C:1]([C:3]1[CH:30]=[CH:29][C:6]2[NH:7][C:8]([C:10]3([C:17]4[C:25]([O:26][CH3:27])=[CH:24][C:23]([CH3:28])=[C:22]5[C:18]=4[CH:19]=[CH:20][NH:21]5)[CH2:12][CH:11]3[C:13]([O:15]C)=[O:14])=[N:9][C:5]=2[CH:4]=1)#[N:2].[I-].[Li+], predict the reaction product. (2) Given the reactants [Br:1][C:2]1[CH:23]=[CH:22][C:5]([C:6]([CH:8]2[CH2:13][CH2:12][CH2:11][N:10](C(OC(C)(C)C)=O)C2=O)=O)=[CH:4][CH:3]=1.Cl, predict the reaction product. The product is: [Br:1][C:2]1[CH:23]=[CH:22][C:5]([C:6]2[CH2:8][CH2:13][CH2:12][CH2:11][N:10]=2)=[CH:4][CH:3]=1.